Predict the reaction yield, written as a fraction of the theoretical maximum amount of product (1.0 means a 100% yield; for example, 0.34 means a 34% yield). From a dataset of Reaction yield outcomes from USPTO patents with 853,638 reactions. (1) The yield is 0.886. The product is [F:29][C:2]([F:1])([F:28])[C:3]1[CH:4]=[C:5]([NH:13][C:14](=[O:27])[C:15]2[CH:20]=[C:19]([S:21]([N:22]3[CH:32]=[CH:36][CH:35]=[CH:34]3)(=[O:23])=[O:24])[CH:18]=[CH:17][C:16]=2[O:25][CH3:26])[CH:6]=[C:7]([C:9]([F:12])([F:10])[F:11])[CH:8]=1. The reactants are [F:1][C:2]([F:29])([F:28])[C:3]1[CH:4]=[C:5]([NH:13][C:14](=[O:27])[C:15]2[CH:20]=[C:19]([S:21](=[O:24])(=[O:23])[NH2:22])[CH:18]=[CH:17][C:16]=2[O:25][CH3:26])[CH:6]=[C:7]([C:9]([F:12])([F:11])[F:10])[CH:8]=1.CO[CH:32]1[CH2:36][CH2:35][CH:34](OC)O1.C(O)(=O)C. The catalyst is O. (2) The yield is 0.604. The catalyst is CN(C)C=O. The product is [Cl:3][C:4]1[CH:9]=[CH:8][N:7]=[C:6]2[N:10]([Si:14]([CH:21]([CH3:23])[CH3:22])([CH:18]([CH3:20])[CH3:19])[CH:15]([CH3:17])[CH3:16])[CH:11]=[CH:12][C:5]=12. The reactants are [H-].[Na+].[Cl:3][C:4]1[CH:9]=[CH:8][N:7]=[C:6]2[NH:10][CH:11]=[CH:12][C:5]=12.Cl[Si:14]([CH:21]([CH3:23])[CH3:22])([CH:18]([CH3:20])[CH3:19])[CH:15]([CH3:17])[CH3:16].O. (3) The yield is 0.920. The reactants are [C:1](=[O:4])([O-])[O-].[K+].[K+].[CH2:7]([C:10]1[CH:15]=[CH:14][CH:13]=[C:12]([C:16]([CH3:19])([CH3:18])[CH3:17])[C:11]=1[O:20][CH2:21][C:22]1[CH:27]=[CH:26][CH:25]=[CH:24][CH:23]=1)C=C.O.[C:29]([OH:33])(C)(C)C. The catalyst is C(O)(C)(C)C.[Fe-3](C#N)(C#N)(C#N)(C#N)(C#N)C#N.[K+].[K+].[K+].CC[C@H]1[C@@H]2C[C@H]([C@H](OC3C=CC(O[C@H](C4C=CN=C5C=4C=C(OC)C=C5)[C@@H]4N5C[C@@H](CC)[C@@H](CC5)C4)=C4C(C5C(C(=O)C=34)=CC=CC=5)=O)C3C=CN=C4C=3C=C(OC)C=C4)N(CC2)C1. The product is [CH2:21]([O:20][C:11]1[C:12]([C:16]([CH3:19])([CH3:18])[CH3:17])=[CH:13][CH:14]=[CH:15][C:10]=1[CH2:7][CH:1]([OH:4])[CH2:29][OH:33])[C:22]1[CH:27]=[CH:26][CH:25]=[CH:24][CH:23]=1. (4) The reactants are [Cl:1][C:2]1[CH:3]=[CH:4][C:5]([NH:18][CH2:19][CH:20]2[CH2:25][CH2:24][NH:23][CH2:22][CH2:21]2)=[C:6]([CH:17]=1)[C:7]([NH:9][C:10]1[CH:15]=[CH:14][C:13]([Cl:16])=[CH:12][N:11]=1)=[O:8].C1CCNCC1.CC=C(C)C.[C:37](Cl)(=[O:41])[CH2:38][CH2:39][CH3:40]. The catalyst is C(Cl)(Cl)Cl. The product is [C:37]([N:23]1[CH2:22][CH2:21][CH:20]([CH2:19][NH:18][C:5]2[CH:4]=[CH:3][C:2]([Cl:1])=[CH:17][C:6]=2[C:7]([NH:9][C:10]2[CH:15]=[CH:14][C:13]([Cl:16])=[CH:12][N:11]=2)=[O:8])[CH2:25][CH2:24]1)(=[O:41])[CH2:38][CH2:39][CH3:40]. The yield is 0.130. (5) The reactants are C([Li])CCC.[S:6]1[CH:10]=[CH:9][N:8]=[CH:7]1.[CH:11]1([C:14]([CH:16]2[CH2:18][CH2:17]2)=[O:15])[CH2:13][CH2:12]1. The catalyst is C1COCC1. The product is [CH:11]1([C:14]([CH:16]2[CH2:18][CH2:17]2)([C:7]2[S:6][CH:10]=[CH:9][N:8]=2)[OH:15])[CH2:13][CH2:12]1. The yield is 0.930.